This data is from Forward reaction prediction with 1.9M reactions from USPTO patents (1976-2016). The task is: Predict the product of the given reaction. (1) The product is: [CH3:1][C:3]1[C:4]2[C:12](=[O:14])[N:25]([CH2:24][CH2:23][CH2:22][N:20]3[CH:21]=[C:17]([CH3:16])[N:18]=[CH:19]3)[C:10](=[S:11])[NH:9][C:5]=2[S:6][C:7]=1[CH3:8]. Given the reactants [CH2:1]([C:3]1[C:4]([C:12]([O:14]C)=O)=[C:5]([N:9]=[C:10]=[S:11])[S:6][C:7]=1[CH3:8])C.[CH3:16][C:17]1[N:18]=[CH:19][N:20]([CH2:22][CH2:23][CH2:24][NH2:25])[CH:21]=1, predict the reaction product. (2) Given the reactants [N:1]1[CH:6]=[CH:5][C:4]([CH2:7][NH:8][C:9]2[CH:18]=[CH:17][CH:16]=[CH:15][C:10]=2[C:11]([NH:13][NH2:14])=[O:12])=[CH:3][CH:2]=1.[N:19]([C:22]1[CH:31]=[CH:30][C:25]2[O:26][CH2:27][CH2:28][O:29][C:24]=2[CH:23]=1)=[C:20]=S, predict the reaction product. The product is: [O:26]1[C:25]2[CH:30]=[CH:31][C:22]([NH:19][C:20]3[O:12][C:11]([C:10]4[CH:15]=[CH:16][CH:17]=[CH:18][C:9]=4[NH:8][CH2:7][C:4]4[CH:5]=[CH:6][N:1]=[CH:2][CH:3]=4)=[N:13][N:14]=3)=[CH:23][C:24]=2[O:29][CH2:28][CH2:27]1. (3) Given the reactants Br[CH2:2][C:3]1[CH:8]=[CH:7][CH:6]=[C:5]([N+:9]([O-:11])=[O:10])[CH:4]=1.[F:12][C:13]1[CH:18]=[C:17]([F:19])[CH:16]=[CH:15][C:14]=1[C:20]1[CH:25]=[CH:24][C:23]([OH:26])=[CH:22][CH:21]=1.C(=O)([O-])[O-].[K+].[K+], predict the reaction product. The product is: [F:12][C:13]1[CH:18]=[C:17]([F:19])[CH:16]=[CH:15][C:14]=1[C:20]1[CH:25]=[CH:24][C:23]([O:26][CH2:2][C:3]2[CH:8]=[CH:7][CH:6]=[C:5]([N+:9]([O-:11])=[O:10])[CH:4]=2)=[CH:22][CH:21]=1.